Dataset: Forward reaction prediction with 1.9M reactions from USPTO patents (1976-2016). Task: Predict the product of the given reaction. (1) Given the reactants [NH2:1][C:2]1[CH:3]=[CH:4][C:5]([O:8][CH3:9])=[N:6][CH:7]=1.[CH3:10][C:11]([CH3:13])=O.C(O[BH-](OC(=O)C)OC(=O)C)(=O)C.[Na+], predict the reaction product. The product is: [CH:11]([NH:1][C:2]1[CH:7]=[N:6][C:5]([O:8][CH3:9])=[CH:4][CH:3]=1)([CH3:13])[CH3:10]. (2) Given the reactants [Cl:1][C:2]1[CH:7]=[CH:6][CH:5]=[CH:4][C:3]=1[C:8]1[C:9]([C:16]2[CH:21]=[CH:20][C:19]([Cl:22])=[CH:18][CH:17]=2)=[CH:10][C:11]([NH:14][NH2:15])=[N:12][CH:13]=1.ClC1C=CC=CC=1C1C(C2C=CC(Cl)=CC=2)=CC2N([C:36](=[O:39])NN=2)N=1, predict the reaction product. The product is: [Cl:1][C:2]1[CH:7]=[CH:6][CH:5]=[CH:4][C:3]=1[C:8]1[C:9]([C:16]2[CH:21]=[CH:20][C:19]([Cl:22])=[CH:18][CH:17]=2)=[CH:10][C:11]2[N:12]([C:36](=[O:39])[NH:15][N:14]=2)[CH:13]=1. (3) Given the reactants Cl.C1[C:10]2[C:9]3[CH:11]=[CH:12][CH:13]=[CH:14][C:8]=3S[C:6]=2[C:5]([CH:15]([N:19]2[CH2:24][CH2:23][N:22]([CH3:25])[CH2:21][CH2:20]2)[C:16]([OH:18])=[O:17])=[CH:4]C=1.[Cl:26][C:27]1[CH:28]=[C:29]([NH:34][NH2:35])[CH:30]=[C:31]([Cl:33])[CH:32]=1, predict the reaction product. The product is: [CH:16]([OH:18])=[O:17].[Cl:26][C:27]1[CH:28]=[C:29]([NH:34][NH:35][C:16](=[O:18])[CH:15]([N:19]2[CH2:20][CH2:21][N:22]([CH3:25])[CH2:23][CH2:24]2)[C:5]2[CH:6]=[CH:10][C:9]3[C:11](=[CH:12][CH:13]=[CH:14][CH:8]=3)[CH:4]=2)[CH:30]=[C:31]([Cl:33])[CH:32]=1.